Dataset: Reaction yield outcomes from USPTO patents with 853,638 reactions. Task: Predict the reaction yield, written as a fraction of the theoretical maximum amount of product (1.0 means a 100% yield; for example, 0.34 means a 34% yield). The reactants are [C:1]([C:4]1[N:5]=[C:6]([C:28]2[CH:36]=[C:35]3[C:31]([CH:32]=[CH:33][NH:34]3)=[CH:30][CH:29]=2)[O:7][C:8]=1[C:9]1[CH:14]=[CH:13][C:12]([N:15]2[CH2:20][CH2:19][N:18](C(OC(C)(C)C)=O)[CH2:17][CH2:16]2)=[CH:11][CH:10]=1)(=[O:3])[NH2:2].CC1C=CC(S(O)(=O)=O)=CC=1. The catalyst is CO. The product is [NH:34]1[C:35]2[C:31](=[CH:30][CH:29]=[C:28]([C:6]3[O:7][C:8]([C:9]4[CH:10]=[CH:11][C:12]([N:15]5[CH2:20][CH2:19][NH:18][CH2:17][CH2:16]5)=[CH:13][CH:14]=4)=[C:4]([C:1]([NH2:2])=[O:3])[N:5]=3)[CH:36]=2)[CH:32]=[CH:33]1. The yield is 0.500.